From a dataset of Reaction yield outcomes from USPTO patents with 853,638 reactions. Predict the reaction yield, written as a fraction of the theoretical maximum amount of product (1.0 means a 100% yield; for example, 0.34 means a 34% yield). (1) The reactants are CN(C(ON1N=NC2C=CC=CC1=2)=[N+](C)C)C.F[P-](F)(F)(F)(F)F.Cl.Cl.[CH3:27][C@H:28]1[C:36]2[C:35]([N:37]3[CH2:42][CH2:41][NH:40][CH2:39][CH2:38]3)=[N:34][CH:33]=[N:32][C:31]=2[CH2:30][CH2:29]1.[C:43]([O:47][C:48]([N:50]([CH:63]([CH3:65])[CH3:64])[CH2:51][C@H:52]([C:56]1[CH:61]=[CH:60][C:59]([Cl:62])=[CH:58][CH:57]=1)[C:53](O)=[O:54])=[O:49])([CH3:46])([CH3:45])[CH3:44].CCN(C(C)C)C(C)C.C([O-])([O-])=O.[Na+].[Na+]. The product is [Cl:62][C:59]1[CH:60]=[CH:61][C:56]([C@H:52]([C:53]([N:40]2[CH2:41][CH2:42][N:37]([C:35]3[C:36]4[C@H:28]([CH3:27])[CH2:29][CH2:30][C:31]=4[N:32]=[CH:33][N:34]=3)[CH2:38][CH2:39]2)=[O:54])[CH2:51][N:50]([CH:63]([CH3:64])[CH3:65])[C:48](=[O:49])[O:47][C:43]([CH3:45])([CH3:44])[CH3:46])=[CH:57][CH:58]=1. The catalyst is C(Cl)Cl.CC(=O)OCC. The yield is 1.01. (2) The reactants are [F:1][C:2]1[CH:9]=[CH:8][C:5]([C:6]#[N:7])=[CH:4][N:3]=1.Cl.[NH2:11][OH:12].C(=O)([O-])[O-].[K+].[K+]. The catalyst is CCO.O. The product is [F:1][C:2]1[CH:9]=[CH:8][C:5]([C:6](=[N:11][OH:12])[NH2:7])=[CH:4][N:3]=1. The yield is 0.910. (3) The reactants are [Cl:1][C:2]1[C:7]([C:8]([OH:10])=O)=[C:6]([CH3:11])[CH:5]=[C:4]([Cl:12])[N:3]=1.[F:13][C:14]1[CH:15]=[C:16]([CH:19]=[CH:20][CH:21]=1)[CH2:17][NH2:18].CN(C(ON1N=NC2C=CC=NC1=2)=[N+](C)C)C.F[P-](F)(F)(F)(F)F.CCN(CC)CC. The catalyst is C1COCC1. The product is [Cl:1][C:2]1[C:7]([C:8]([NH:18][CH2:17][C:16]2[CH:19]=[CH:20][CH:21]=[C:14]([F:13])[CH:15]=2)=[O:10])=[C:6]([CH3:11])[CH:5]=[C:4]([Cl:12])[N:3]=1. The yield is 0.740. (4) The reactants are Cl.[NH2:2][CH2:3][CH2:4][C:5]([O:7][CH2:8][CH3:9])=[O:6].[CH3:10][C:11]1[CH:30]=[C:29]([N:31]2[CH:35]=[C:34]([C:36]([F:39])([F:38])[F:37])[CH:33]=[N:32]2)[CH:28]=[CH:27][C:12]=1[O:13][CH:14]([C:18]1[CH:26]=[CH:25][C:21]([C:22](O)=[O:23])=[CH:20][CH:19]=1)[CH2:15][CH2:16][CH3:17].C1C=C2N=NN(O)C2=CC=1.O.CCN(C(C)C)C(C)C.CCN=C=NCCCN(C)C.Cl.Cl. The catalyst is C(OCC)(=O)C.C1COCC1. The product is [CH3:10][C:11]1[CH:30]=[C:29]([N:31]2[CH:35]=[C:34]([C:36]([F:37])([F:39])[F:38])[CH:33]=[N:32]2)[CH:28]=[CH:27][C:12]=1[O:13][CH:14]([C:18]1[CH:19]=[CH:20][C:21]([C:22]([NH:2][CH2:3][CH2:4][C:5]([O:7][CH2:8][CH3:9])=[O:6])=[O:23])=[CH:25][CH:26]=1)[CH2:15][CH2:16][CH3:17]. The yield is 0.530. (5) The yield is 0.890. The catalyst is CN(C=O)C. The reactants are [OH:1][C:2]1[CH:3]=[C:4]2[C:9]3=[C:10]([CH2:12][CH2:13][CH2:14][N:8]3[CH:7]=[C:6]([C:15]([OH:17])=[O:16])[C:5]2=[O:18])[CH:11]=1.C(=O)([O-])[O-].[K+].[K+].Cl.[CH2:26]([N:33]([CH2:37][C:38]1[CH:43]=[CH:42][CH:41]=[CH:40][CH:39]=1)[CH2:34][CH2:35]Cl)[C:27]1[CH:32]=[CH:31][CH:30]=[CH:29][CH:28]=1. The product is [CH2:26]([N:33]([CH2:37][C:38]1[CH:43]=[CH:42][CH:41]=[CH:40][CH:39]=1)[CH2:34][CH2:35][O:16][C:15]([C:6]1[C:5](=[O:18])[C:4]2[C:9]3=[C:10]([CH2:12][CH2:13][CH2:14][N:8]3[CH:7]=1)[CH:11]=[C:2]([O:1][CH2:35][CH2:34][N:33]([CH2:26][C:27]1[CH:32]=[CH:31][CH:30]=[CH:29][CH:28]=1)[CH2:37][C:38]1[CH:43]=[CH:42][CH:41]=[CH:40][CH:39]=1)[CH:3]=2)=[O:17])[C:27]1[CH:32]=[CH:31][CH:30]=[CH:29][CH:28]=1. (6) The reactants are [C:1]([CH:3]([CH2:9][C:10]([C:12]1[CH:17]=[CH:16][CH:15]=[CH:14][C:13]=1[F:18])=O)[C:4]([O:6][CH2:7][CH3:8])=[O:5])#[N:2].C(OCC)(=O)C.[ClH:25]. No catalyst specified. The product is [Cl:25][C:1]1[NH:2][C:10]([C:12]2[CH:17]=[CH:16][CH:15]=[CH:14][C:13]=2[F:18])=[CH:9][C:3]=1[C:4]([O:6][CH2:7][CH3:8])=[O:5]. The yield is 0.530. (7) The reactants are [Cl:1][C:2]1[CH:7]=[C:6]([NH2:8])[C:5]([I:9])=[CH:4][N:3]=1.C=O.[CH3:12][C:13](O)=O.C(O[BH-](OC(=O)C)OC(=O)C)(=O)C.[Na+]. The catalyst is O.C([O-])(O)=O.[Na+].C(Cl)Cl. The product is [Cl:1][C:2]1[CH:7]=[C:6]([NH:8][CH2:12][CH3:13])[C:5]([I:9])=[CH:4][N:3]=1. The yield is 1.00.